Task: Predict the reactants needed to synthesize the given product.. Dataset: Full USPTO retrosynthesis dataset with 1.9M reactions from patents (1976-2016) The reactants are: [Cl:1][C:2]1[CH:3]=[C:4]([F:38])[C:5]2[N:11]3[CH:12]=[CH:13][CH:14]=[C:10]3[C@@H:9]([CH2:15][C:16]([N:18]3[CH2:21][CH:20]([CH2:22][C:23]([O:25]C)=[O:24])[CH2:19]3)=[O:17])[O:8][C@H:7]([C:27]3[CH:32]=[CH:31][CH:30]=[C:29]([O:33][CH3:34])[C:28]=3[O:35][CH3:36])[C:6]=2[CH:37]=1.C(=O)([O-])[O-].[K+].[K+].Cl.C(OCC)(=O)C. Given the product [Cl:1][C:2]1[CH:3]=[C:4]([F:38])[C:5]2[N:11]3[CH:12]=[CH:13][CH:14]=[C:10]3[C@@H:9]([CH2:15][C:16]([N:18]3[CH2:19][CH:20]([CH2:22][C:23]([OH:25])=[O:24])[CH2:21]3)=[O:17])[O:8][C@H:7]([C:27]3[CH:32]=[CH:31][CH:30]=[C:29]([O:33][CH3:34])[C:28]=3[O:35][CH3:36])[C:6]=2[CH:37]=1, predict the reactants needed to synthesize it.